Dataset: Full USPTO retrosynthesis dataset with 1.9M reactions from patents (1976-2016). Task: Predict the reactants needed to synthesize the given product. (1) Given the product [Cl-:1].[Cl:1][C:2]1[CH:3]=[C:4]([C:5]2[C:22]3[C:17](=[CH:18][C:19]([O:25][CH3:26])=[C:20]([O:23][CH3:24])[CH:21]=3)[CH2:16][CH2:15][N+:14]=2[CH2:27][C:28]2[CH:33]=[CH:32][CH:31]=[CH:30][C:29]=2[F:34])[CH:8]=[CH:9][CH:10]=1, predict the reactants needed to synthesize it. The reactants are: [Cl:1][C:2]1[CH:3]=[C:4]([CH:8]=[CH:9][CH:10]=1)[C:5](Cl)=O.[Cl-].CC1[C:22]2[C:17](=[CH:18][C:19]([O:25][CH3:26])=[C:20]([O:23][CH3:24])[CH:21]=2)[CH2:16][CH2:15][N+:14]=1[CH2:27][C:28]1[CH:33]=[CH:32][CH:31]=[CH:30][C:29]=1[F:34]. (2) Given the product [ClH:24].[NH2:15][C@:10]1([C:8]([NH:7][S:4]([CH:1]2[CH2:3][CH2:2]2)(=[O:6])=[O:5])=[O:9])[CH2:12][C@H:11]1[CH2:13][CH3:14], predict the reactants needed to synthesize it. The reactants are: [CH:1]1([S:4]([NH:7][C:8]([C@@:10]2([NH:15]C(=O)OC(C)(C)C)[CH2:12][C@H:11]2[CH2:13][CH3:14])=[O:9])(=[O:6])=[O:5])[CH2:3][CH2:2]1.C(Cl)[Cl:24].